The task is: Predict the product of the given reaction.. This data is from Forward reaction prediction with 1.9M reactions from USPTO patents (1976-2016). (1) Given the reactants [CH3:1][C:2]1([CH3:25])[CH2:7][N:6]([S:8]([C:11]2[C:16]([CH3:17])=[CH:15][C:14]([CH3:18])=[CH:13][C:12]=2[CH3:19])(=[O:10])=[O:9])[CH:5]([CH2:20][C:21]([OH:23])=O)[C:4](=[O:24])[NH:3]1.CCN(C(C)C)C(C)C.CN(C(ON1N=NC2C=CC=NC1=2)=[N+](C)C)C.F[P-](F)(F)(F)(F)F.[C@H:59]1([NH2:68])[C:67]2[C:62](=[CH:63][CH:64]=[CH:65][CH:66]=2)[CH2:61][CH2:60]1, predict the reaction product. The product is: [CH3:1][C:2]1([CH3:25])[CH2:7][N:6]([S:8]([C:11]2[C:16]([CH3:17])=[CH:15][C:14]([CH3:18])=[CH:13][C:12]=2[CH3:19])(=[O:9])=[O:10])[CH:5]([CH2:20][C:21]([NH:68][CH:59]2[C:67]3[C:62](=[CH:63][CH:64]=[CH:65][CH:66]=3)[CH2:61][CH2:60]2)=[O:23])[C:4](=[O:24])[NH:3]1. (2) The product is: [Br:19][CH2:20][C:21]([N:8]1[C@@H:7]([CH3:6])[C@@H:11]([C:12]2[CH:17]=[CH:16][CH:15]=[CH:14][CH:13]=2)[O:10][C:9]1=[O:18])=[O:22]. Given the reactants C([Li])CCC.[CH3:6][C@H:7]1[C@@H:11]([C:12]2[CH:17]=[CH:16][CH:15]=[CH:14][CH:13]=2)[O:10][C:9](=[O:18])[NH:8]1.[Br:19][CH2:20][C:21](Cl)=[O:22].[Cl-].[NH4+].C(=O)(O)[O-].[Na+], predict the reaction product. (3) Given the reactants [Cl:1][C:2]1[N:11]=[C:10](Cl)[C:9]2[C:4](=[CH:5][CH:6]=[CH:7][CH:8]=2)[N:3]=1.[F:13][C:14]([F:25])([F:24])[O:15][C:16]1[CH:23]=[CH:22][C:19]([NH:20][CH3:21])=[CH:18][CH:17]=1, predict the reaction product. The product is: [Cl:1][C:2]1[N:11]=[C:10]([N:20]([C:19]2[CH:22]=[CH:23][C:16]([O:15][C:14]([F:13])([F:24])[F:25])=[CH:17][CH:18]=2)[CH3:21])[C:9]2[C:4](=[CH:5][CH:6]=[CH:7][CH:8]=2)[N:3]=1. (4) Given the reactants [NH2:1][NH:2][C:3]([C:5]1[C:10]([C:11]([F:14])([F:13])[F:12])=[CH:9][CH:8]=[CH:7][N:6]=1)=[NH:4].[C:15]1([CH:25]=O)[C:24]2[C:19](=[CH:20][CH:21]=[CH:22][CH:23]=2)[CH:18]=[CH:17][CH:16]=1, predict the reaction product. The product is: [C:15]1([C:25]2[NH:1][N:2]=[C:3]([C:5]3[C:10]([C:11]([F:12])([F:13])[F:14])=[CH:9][CH:8]=[CH:7][N:6]=3)[N:4]=2)[C:24]2[C:19](=[CH:20][CH:21]=[CH:22][CH:23]=2)[CH:18]=[CH:17][CH:16]=1. (5) Given the reactants [CH2:1]([O:4][C:5]1([CH3:38])[CH2:10][CH2:9][N:8]([C:11]2[N:16]3[N:17]=[C:18]([C:20]4[CH:25]=[CH:24][CH:23]=[C:22](Br)[CH:21]=4)[CH:19]=[C:15]3[N:14]=[C:13]([CH3:27])[C:12]=2[C@H:28]([O:33][C:34]([CH3:37])([CH3:36])[CH3:35])[C:29]([O:31][CH3:32])=[O:30])[CH2:7][CH2:6]1)[CH:2]=[CH2:3].[F:39][C:40]1[CH:45]=[CH:44][CH:43]=[C:42]([OH:46])[C:41]=1B(O)O, predict the reaction product. The product is: [CH2:1]([O:4][C:5]1([CH3:38])[CH2:10][CH2:9][N:8]([C:11]2[N:16]3[N:17]=[C:18]([C:20]4[CH:21]=[C:22]([C:41]5[C:42]([OH:46])=[CH:43][CH:44]=[CH:45][C:40]=5[F:39])[CH:23]=[CH:24][CH:25]=4)[CH:19]=[C:15]3[N:14]=[C:13]([CH3:27])[C:12]=2[C@H:28]([O:33][C:34]([CH3:37])([CH3:36])[CH3:35])[C:29]([O:31][CH3:32])=[O:30])[CH2:7][CH2:6]1)[CH:2]=[CH2:3]. (6) Given the reactants F[C:2]1[C:3]([N+:18]([O-:20])=[O:19])=[C:4]([CH:14]=[C:15]([F:17])[CH:16]=1)[NH:5][C:6]1[CH:11]=[CH:10][C:9]([I:12])=[CH:8][C:7]=1[F:13].[NH2:21][C:22]1[C:23]([CH3:29])=[C:24]([OH:28])[CH:25]=[CH:26][CH:27]=1.C(=O)([O-])[O-].[Cs+].[Cs+], predict the reaction product. The product is: [NH2:21][C:22]1[C:23]([CH3:29])=[C:24]([CH:25]=[CH:26][CH:27]=1)[O:28][C:2]1[C:3]([N+:18]([O-:20])=[O:19])=[C:4]([CH:14]=[C:15]([F:17])[CH:16]=1)[NH:5][C:6]1[CH:11]=[CH:10][C:9]([I:12])=[CH:8][C:7]=1[F:13]. (7) Given the reactants [OH:1][C:2]1[CH:7]=[CH:6][C:5]([C@@H:8]2[O:21][C:20]3[C:11](=[CH:12][C:13]4[CH2:14][C@@H:15]([C:31](O)=[O:32])[N:16]([C@H:22]([C:25]5[CH:30]=[CH:29][CH:28]=[CH:27][CH:26]=5)[CH2:23][CH3:24])[CH2:17][C:18]=4[CH:19]=3)[N:10]([CH3:34])[C:9]2=[O:35])=[CH:4][CH:3]=1.Cl.[CH3:37][O:38][C:39](=[O:57])[C@@H:40]([NH2:56])[CH2:41][C:42]1[CH:47]=[CH:46][C:45]([C:48]2[CH:53]=[CH:52][C:51]([O:54][CH3:55])=[CH:50][CH:49]=2)=[CH:44][CH:43]=1, predict the reaction product. The product is: [CH3:37][O:38][C:39](=[O:57])[C@@H:40]([NH:56][C:31]([C@@H:15]1[CH2:14][C:13]2[CH:12]=[C:11]3[C:20]([O:21][C@@H:8]([C:5]4[CH:6]=[CH:7][C:2]([OH:1])=[CH:3][CH:4]=4)[C:9](=[O:35])[N:10]3[CH3:34])=[CH:19][C:18]=2[CH2:17][N:16]1[C@H:22]([C:25]1[CH:30]=[CH:29][CH:28]=[CH:27][CH:26]=1)[CH2:23][CH3:24])=[O:32])[CH2:41][C:42]1[CH:47]=[CH:46][C:45]([C:48]2[CH:53]=[CH:52][C:51]([O:54][CH3:55])=[CH:50][CH:49]=2)=[CH:44][CH:43]=1. (8) Given the reactants [C:1]([C:5]1[N:10]=[CH:9][C:8]([C:11]2[N:12]([C:32](Cl)=[O:33])[C@@:13]([C:25]3[CH:30]=[CH:29][C:28]([Cl:31])=[CH:27][CH:26]=3)([CH3:24])[C@@:14]([C:17]3[CH:22]=[CH:21][C:20]([Cl:23])=[CH:19][CH:18]=3)([CH3:16])[N:15]=2)=[C:7]([O:35][CH2:36][CH3:37])[CH:6]=1)([CH3:4])([CH3:3])[CH3:2].[N:38]1([CH:44]2[CH2:49][CH2:48][NH:47][CH2:46][CH2:45]2)[CH2:43][CH2:42][CH2:41][CH2:40][CH2:39]1, predict the reaction product. The product is: [N:38]1([CH:44]2[CH2:49][CH2:48][N:47]([C:32]([N:12]3[C@@:13]([C:25]4[CH:30]=[CH:29][C:28]([Cl:31])=[CH:27][CH:26]=4)([CH3:24])[C@@:14]([C:17]4[CH:18]=[CH:19][C:20]([Cl:23])=[CH:21][CH:22]=4)([CH3:16])[N:15]=[C:11]3[C:8]3[CH:9]=[N:10][C:5]([C:1]([CH3:2])([CH3:4])[CH3:3])=[CH:6][C:7]=3[O:35][CH2:36][CH3:37])=[O:33])[CH2:46][CH2:45]2)[CH2:43][CH2:42][CH2:41][CH2:40][CH2:39]1. (9) Given the reactants [NH2:1][C:2]1[N:6]([C:7]2[CH:12]=[CH:11][CH:10]=[CH:9][CH:8]=2)[N:5]=[CH:4][C:3]=1[C:13]([O:15]CC)=[O:14].[H-].[Na+].Br[CH2:21][CH3:22].Cl, predict the reaction product. The product is: [CH2:21]([NH:1][C:2]1[N:6]([C:7]2[CH:8]=[CH:9][CH:10]=[CH:11][CH:12]=2)[N:5]=[CH:4][C:3]=1[C:13]([OH:15])=[O:14])[CH3:22].